Dataset: Full USPTO retrosynthesis dataset with 1.9M reactions from patents (1976-2016). Task: Predict the reactants needed to synthesize the given product. (1) Given the product [F:32][C:31]([F:34])([F:33])[C:28]1[O:27][C:26]([CH2:25][N:14]2[C:15]3[CH:16]=[C:17]4[O:24][CH2:23][CH2:22][O:21][C:18]4=[CH:19][C:20]=3[C:12]3([C:3]4=[CH:4][C:5]5[O:10][CH2:9][CH2:8][O:7][C:6]=5[CH:11]=[C:2]4[O:1][CH2:36]3)[C:13]2=[O:35])=[CH:30][CH:29]=1, predict the reactants needed to synthesize it. The reactants are: [OH:1][C:2]1[C:3]([CH:12]2[C:20]3[CH:19]=[C:18]4[O:21][CH2:22][CH2:23][O:24][C:17]4=[CH:16][C:15]=3[N:14]([CH2:25][C:26]3[O:27][C:28]([C:31]([F:34])([F:33])[F:32])=[CH:29][CH:30]=3)[C:13]2=[O:35])=[CH:4][C:5]2[O:10][CH2:9][CH2:8][O:7][C:6]=2[CH:11]=1.[C:36]1(C(C2C=CC=CC=2)N2C3C(=CC=CC=3)C(C3C=C(C)C(OC)=CC=3O)C2=O)C=CC=CC=1. (2) Given the product [O:29]=[S:30]1(=[O:36])[CH2:34][CH2:33][CH:32]([NH:35][C:11]([C:9]2[CH:8]=[CH:7][C:6]3[N:2]([CH3:1])[C:3]([NH:14][C:15]4[S:16][C:17]5[CH:23]=[C:22]([O:24][C:25]([F:26])([F:28])[F:27])[CH:21]=[CH:20][C:18]=5[N:19]=4)=[N:4][C:5]=3[CH:10]=2)=[O:12])[CH2:31]1, predict the reactants needed to synthesize it. The reactants are: [CH3:1][N:2]1[C:6]2[CH:7]=[CH:8][C:9]([C:11](O)=[O:12])=[CH:10][C:5]=2[N:4]=[C:3]1[NH:14][C:15]1[S:16][C:17]2[CH:23]=[C:22]([O:24][C:25]([F:28])([F:27])[F:26])[CH:21]=[CH:20][C:18]=2[N:19]=1.[O:29]=[S:30]1(=[O:36])[CH2:34][CH2:33][CH:32]([NH2:35])[CH2:31]1.CN(C(ON1N=NC2C=CC=CC1=2)=[N+](C)C)C.F[P-](F)(F)(F)(F)F.CCN(C(C)C)C(C)C.